Dataset: Reaction yield outcomes from USPTO patents with 853,638 reactions. Task: Predict the reaction yield, written as a fraction of the theoretical maximum amount of product (1.0 means a 100% yield; for example, 0.34 means a 34% yield). (1) The product is [O:18]=[C:6]1[C:7](=[O:17])[C:8]([C:9]2[CH:10]=[CH:11][C:12]([C:15]#[N:16])=[CH:13][CH:14]=2)=[C:5]1[NH:19][CH:20]([CH3:21])[C:22]([CH3:25])([CH3:24])[CH3:23]. The catalyst is C(#N)C. The yield is 0.500. The reactants are C(O[C:5]1[C:6](=[O:18])[C:7](=[O:17])[C:8]=1[C:9]1[CH:14]=[CH:13][C:12]([C:15]#[N:16])=[CH:11][CH:10]=1)(C)C.[NH2:19][CH:20]([C:22]([CH3:25])([CH3:24])[CH3:23])[CH3:21]. (2) The reactants are [NH2:1][CH:2]1[CH2:10][C:9]2[C:4](=[CH:5][CH:6]=[CH:7][CH:8]=2)[CH2:3]1.[CH:11](O)=[O:12].C(=O)([O-])[O-].[Na+].[Na+]. The catalyst is O. The product is [CH2:3]1[C:4]2[C:9](=[CH:8][CH:7]=[CH:6][CH:5]=2)[CH2:10][CH:2]1[NH:1][CH:11]=[O:12]. The yield is 0.620. (3) The reactants are [CH3:1][O:2][C:3]1[CH:4]=[C:5]2[C:10](=[CH:11][C:12]=1[O:13][CH3:14])[N:9]=[CH:8][N:7]=[C:6]2[S:15][C:16]1[CH:17]=[C:18]([CH:20]=[CH:21][CH:22]=1)[NH2:19].[CH3:23][O:24][C:25]1[CH:26]=[C:27]([NH:35][C:36](=O)[O:37]C2C=CC=CC=2)[CH:28]=[C:29]([C:31]([F:34])([F:33])[F:32])[CH:30]=1.C(N(C(C)C)CC)(C)C. The catalyst is C1COCC1.CN(C)C1C=CN=CC=1.CCOC(C)=O. The product is [CH3:1][O:2][C:3]1[CH:4]=[C:5]2[C:10](=[CH:11][C:12]=1[O:13][CH3:14])[N:9]=[CH:8][N:7]=[C:6]2[S:15][C:16]1[CH:17]=[C:18]([NH:19][C:36]([NH:35][C:27]2[CH:28]=[C:29]([C:31]([F:32])([F:33])[F:34])[CH:30]=[C:25]([O:24][CH3:23])[CH:26]=2)=[O:37])[CH:20]=[CH:21][CH:22]=1. The yield is 0.560. (4) The reactants are CCOC(/N=N/C(OCC)=O)=O.[OH:13][C:14]1[CH:21]=[CH:20][C:17]([CH:18]=[O:19])=[CH:16][CH:15]=1.[CH:22]1(O)[CH2:27][CH2:26][CH2:25][CH2:24][CH2:23]1.C1(P(C2C=CC=CC=2)C2C=CC=CC=2)C=CC=CC=1. The catalyst is O1CCCC1. The product is [CH:22]1([O:13][C:14]2[CH:21]=[CH:20][C:17]([CH:18]=[O:19])=[CH:16][CH:15]=2)[CH2:27][CH2:26][CH2:25][CH2:24][CH2:23]1. The yield is 0.340. (5) The reactants are [F:1][C:2]1[C:9]([C:10]([F:13])([F:12])[F:11])=[CH:8][CH:7]=[CH:6][C:3]=1[CH:4]=O.[C:14]([NH:17][NH2:18])([NH2:16])=[NH:15].[ClH:19]. No catalyst specified. The yield is 0.920. The product is [ClH:19].[F:1][C:2]1[C:9]([C:10]([F:13])([F:12])[F:11])=[CH:8][CH:7]=[CH:6][C:3]=1[CH:4]=[N:18][NH:17][C:14]([NH2:16])=[NH:15]. (6) The reactants are [CH:1]1([C:4]2[C:5]([O:30][CH3:31])=[CH:6][CH:7]=[C:8]3[C:13]=2[O:12][C:11]([C:14]2[CH:19]=[CH:18][C:17]([O:20][CH2:21][C:22]4[CH:27]=[CH:26][CH:25]=[CH:24][CH:23]=4)=[CH:16][CH:15]=2)=[C:10](I)[C:9]3=[O:29])[CH2:3][CH2:2]1.C([O-])=O.[Na+].C(OCC)(=O)C.O. The catalyst is CN(C=O)C.Cl[Pd](Cl)([P](C1C=CC=CC=1)(C1C=CC=CC=1)C1C=CC=CC=1)[P](C1C=CC=CC=1)(C1C=CC=CC=1)C1C=CC=CC=1. The product is [CH:1]1([C:4]2[C:5]([O:30][CH3:31])=[CH:6][CH:7]=[C:8]3[C:13]=2[O:12][C:11]([C:14]2[CH:19]=[CH:18][C:17]([O:20][CH2:21][C:22]4[CH:27]=[CH:26][CH:25]=[CH:24][CH:23]=4)=[CH:16][CH:15]=2)=[CH:10][C:9]3=[O:29])[CH2:2][CH2:3]1. The yield is 1.00. (7) The reactants are [CH3:1][N:2]1[C:10]2[CH:9]=[C:8]([N:11]3[CH:16]=[CH:15][C:14]([CH2:17][CH2:18][C:19]4[CH:24]=[CH:23][CH:22]=[CH:21][CH:20]=4)=[N:13][C:12]3=[O:25])[CH:7]=[CH:6][C:5]=2[C:4]2[CH2:26][CH2:27][N:28](C(OCCCC)=O)[CH2:29][CH2:30][C:3]1=2.[ClH:38]. The catalyst is ClCCl. The product is [ClH:38].[CH3:1][N:2]1[C:10]2[CH:9]=[C:8]([N:11]3[CH:16]=[CH:15][C:14]([CH2:17][CH2:18][C:19]4[CH:24]=[CH:23][CH:22]=[CH:21][CH:20]=4)=[N:13][C:12]3=[O:25])[CH:7]=[CH:6][C:5]=2[C:4]2[CH2:26][CH2:27][NH:28][CH2:29][CH2:30][C:3]1=2. The yield is 0.520.